From a dataset of Reaction yield outcomes from USPTO patents with 853,638 reactions. Predict the reaction yield, written as a fraction of the theoretical maximum amount of product (1.0 means a 100% yield; for example, 0.34 means a 34% yield). (1) The catalyst is ClCCl.C(#N)C. The product is [Br:32][CH2:2][C:3]1[CH:4]=[C:5]([NH:9][C:10](=[O:12])[CH3:11])[CH:6]=[CH:7][CH:8]=1. The yield is 0.410. The reactants are O[CH2:2][C:3]1[CH:4]=[C:5]([NH:9][C:10](=[O:12])[CH3:11])[CH:6]=[CH:7][CH:8]=1.C1(P(C2C=CC=CC=2)C2C=CC=CC=2)C=CC=CC=1.[Br:32]C(Br)(Br)Br. (2) The reactants are [CH3:1][C:2]1([CH3:32])[CH2:11][C:10]2[C:5](=[CH:6][CH:7]=[C:8]([C:12]([O:14]C)=[O:13])[CH:9]=2)[NH:4][CH:3]1[C:16]1[CH:21]=[CH:20][CH:19]=[C:18]([S:22](=[O:31])(=[O:30])[NH:23][C:24]2[CH:29]=[CH:28][CH:27]=[CH:26][CH:25]=2)[CH:17]=1.[OH-].[Na+]. The catalyst is CO.O1CCCC1. The product is [CH3:1][C:2]1([CH3:32])[CH2:11][C:10]2[C:5](=[CH:6][CH:7]=[C:8]([C:12]([OH:14])=[O:13])[CH:9]=2)[NH:4][CH:3]1[C:16]1[CH:21]=[CH:20][CH:19]=[C:18]([S:22](=[O:31])(=[O:30])[NH:23][C:24]2[CH:25]=[CH:26][CH:27]=[CH:28][CH:29]=2)[CH:17]=1. The yield is 0.320. (3) The reactants are Br[CH2:2][C:3]1[CH:25]=[C:24]([Cl:26])[C:6]([C:7]([C:9]2[C:17]3[C:12](=[C:13]([NH:18][C:19]([CH:21]4[CH2:23][CH2:22]4)=[O:20])[N:14]=[CH:15][CH:16]=3)[NH:11][CH:10]=2)=[O:8])=[C:5]([Cl:27])[CH:4]=1.C(=O)([O-])[O-].[Cs+].[Cs+].[CH3:34][NH2:35]. The catalyst is C(#N)C.O. The product is [Cl:27][C:5]1[CH:4]=[C:3]([CH2:2][NH:35][CH3:34])[CH:25]=[C:24]([Cl:26])[C:6]=1[C:7]([C:9]1[C:17]2[C:12](=[C:13]([NH:18][C:19]([CH:21]3[CH2:22][CH2:23]3)=[O:20])[N:14]=[CH:15][CH:16]=2)[NH:11][CH:10]=1)=[O:8]. The yield is 0.160. (4) The reactants are [O:1]=[C:2]1[C:7]2[O:8][C:9]([C:17]3[CH:22]=[CH:21][C:20]([C:23]4([NH:27][C:28](=[O:34])[O:29][C:30]([CH3:33])([CH3:32])[CH3:31])[CH2:26][CH2:25][CH2:24]4)=[CH:19][CH:18]=3)=[C:10]([C:11]3[CH:16]=[CH:15][CH:14]=[CH:13][CH:12]=3)[C:6]=2[CH:5]=[CH:4][NH:3]1.[CH2:35](O)[CH2:36][CH2:37][OH:38].C1(P(C2C=CC=CC=2)C2C=CC=CC=2)C=CC=CC=1.N(C(OCC)=O)=NC(OCC)=O. The catalyst is CN(C=O)C.O.C(OCC)(=O)C. The product is [OH:38][CH2:37][CH2:36][CH2:35][N:3]1[CH:4]=[CH:5][C:6]2[C:10]([C:11]3[CH:12]=[CH:13][CH:14]=[CH:15][CH:16]=3)=[C:9]([C:17]3[CH:22]=[CH:21][C:20]([C:23]4([NH:27][C:28](=[O:34])[O:29][C:30]([CH3:31])([CH3:33])[CH3:32])[CH2:24][CH2:25][CH2:26]4)=[CH:19][CH:18]=3)[O:8][C:7]=2[C:2]1=[O:1]. The yield is 0.190.